Dataset: Catalyst prediction with 721,799 reactions and 888 catalyst types from USPTO. Task: Predict which catalyst facilitates the given reaction. Reactant: [Cl:1][C:2]1[CH:3]=[C:4]2[C:9](=[C:10]([Cl:13])[C:11]=1[OH:12])[O:8][CH2:7][CH2:6][CH:5]2[C:14]([O:16][CH2:17][CH3:18])=[O:15].F[C:20]1[CH:32]=[CH:31][C:23]([C:24]([O:26][C:27]([CH3:30])([CH3:29])[CH3:28])=[O:25])=[CH:22][C:21]=1[N+:33]([O-:35])=[O:34].C(=O)([O-])[O-].[K+].[K+]. Product: [C:27]([O:26][C:24]([C:23]1[CH:31]=[CH:32][C:20]([O:12][C:11]2[C:10]([Cl:13])=[C:9]3[C:4]([CH:5]([C:14]([O:16][CH2:17][CH3:18])=[O:15])[CH2:6][CH2:7][O:8]3)=[CH:3][C:2]=2[Cl:1])=[C:21]([N+:33]([O-:35])=[O:34])[CH:22]=1)=[O:25])([CH3:30])([CH3:28])[CH3:29]. The catalyst class is: 37.